From a dataset of Forward reaction prediction with 1.9M reactions from USPTO patents (1976-2016). Predict the product of the given reaction. (1) Given the reactants [Cl:1][C:2]1[CH:18]=[CH:17][CH:16]=[C:15]([F:19])[C:3]=1[C:4]([NH:6][C:7]1[C:12]([F:13])=[CH:11][N:10]=[CH:9][C:8]=1[F:14])=O.S(Cl)([Cl:22])=O, predict the reaction product. The product is: [Cl:1][C:2]1[CH:18]=[CH:17][CH:16]=[C:15]([F:19])[C:3]=1[C:4]([Cl:22])=[N:6][C:7]1[C:12]([F:13])=[CH:11][N:10]=[CH:9][C:8]=1[F:14]. (2) The product is: [Br:1][C:2]1[CH:7]=[CH:6][C:5]([NH:8][C:9](=[N:23][OH:24])[C:11]2[CH:16]=[CH:15][C:14]([C:17]([F:20])([F:19])[F:18])=[CH:13][C:12]=2[F:21])=[CH:4][CH:3]=1. Given the reactants [Br:1][C:2]1[CH:7]=[CH:6][C:5]([NH:8][C:9]([C:11]2[CH:16]=[CH:15][C:14]([C:17]([F:20])([F:19])[F:18])=[CH:13][C:12]=2[F:21])=S)=[CH:4][CH:3]=1.Cl.[NH2:23][OH:24].C(=O)(O)[O-].[Na+], predict the reaction product. (3) Given the reactants [CH3:1][O-].[Na+].C=O.[NH2:6][C:7]1[N:12]=[C:11]([CH3:13])[C:10]([CH2:14][NH:15][C:16](=[O:35])[C:17]2[CH:22]=[CH:21][N:20]=[C:19]([CH2:23][C:24]3[CH:25]=[C:26]4[C:31](=[CH:32][CH:33]=3)[N:30]=[CH:29][C:28]([Cl:34])=[CH:27]4)[CH:18]=2)=[CH:9][CH:8]=1.[BH4-].[Na+], predict the reaction product. The product is: [Cl:34][C:28]1[CH:29]=[N:30][C:31]2[C:26]([CH:27]=1)=[CH:25][C:24]([CH2:23][C:19]1[CH:18]=[C:17]([CH:22]=[CH:21][N:20]=1)[C:16]([NH:15][CH2:14][C:10]1[C:11]([CH3:13])=[N:12][C:7]([NH:6][CH3:1])=[CH:8][CH:9]=1)=[O:35])=[CH:33][CH:32]=2. (4) Given the reactants [O:1]1[C:5]2([CH2:10][CH2:9][CH:8]([NH:11][C:12]3[NH:16][N:15]=[CH:14][CH:13]=3)[CH2:7][CH2:6]2)[O:4][CH2:3][CH2:2]1.N12CCCN=C1CCCCC2.[C:28]([C:30]1[CH:35]=[CH:34][CH:33]=[CH:32][C:31]=1[C:36]1[CH:41]=[CH:40][C:39]([CH2:42][CH:43]([C:49](=O)[CH2:50][CH2:51][CH3:52])[C:44](OCC)=[O:45])=[CH:38][C:37]=1[O:54][CH3:55])#[N:29].C(OCC)(=O)C, predict the reaction product. The product is: [O:4]1[C:5]2([CH2:6][CH2:7][CH:8]([N:11]3[C:44](=[O:45])[C:43]([CH2:42][C:39]4[CH:40]=[CH:41][C:36]([C:31]5[C:30]([C:28]#[N:29])=[CH:35][CH:34]=[CH:33][CH:32]=5)=[C:37]([O:54][CH3:55])[CH:38]=4)=[C:49]([CH2:50][CH2:51][CH3:52])[N:16]4[N:15]=[CH:14][CH:13]=[C:12]34)[CH2:9][CH2:10]2)[O:1][CH2:2][CH2:3]1. (5) Given the reactants [C:1]([C:4]1[C:5]([C:19](=[O:21])[CH3:20])=[C:6]([CH3:18])[N:7]([C:10]2[CH:15]=[CH:14][C:13]([OH:16])=[C:12]([Cl:17])[CH:11]=2)[C:8]=1[CH3:9])(=[O:3])[CH3:2].Br[CH2:23][CH3:24].C([O-])([O-])=O.[K+].[K+], predict the reaction product. The product is: [C:1]([C:4]1[C:5]([C:19](=[O:21])[CH3:20])=[C:6]([CH3:18])[N:7]([C:10]2[CH:15]=[CH:14][C:13]([O:16][CH2:23][CH3:24])=[C:12]([Cl:17])[CH:11]=2)[C:8]=1[CH3:9])(=[O:3])[CH3:2]. (6) Given the reactants [NH2:1][S:2]([C:5]1[CH:6]=[CH:7][C:8]([N:11]2[C:15]([CH3:16])=[CH:14][C:13]([C:17]([OH:19])=O)=[N:12]2)=[N:9][CH:10]=1)(=[O:4])=[O:3].S(Cl)([Cl:22])=O, predict the reaction product. The product is: [NH2:1][S:2]([C:5]1[CH:6]=[CH:7][C:8]([N:11]2[C:15]([CH3:16])=[CH:14][C:13]([C:17]([Cl:22])=[O:19])=[N:12]2)=[N:9][CH:10]=1)(=[O:4])=[O:3]. (7) Given the reactants [C:1]([C:3]1[CH:24]=[CH:23][C:6]2[C:7]([NH:16][CH:17]([CH3:22])[C:18]([CH3:21])([CH3:20])[CH3:19])=[N:8][C:9]3[CH:10]=[CH:11][NH:12][C:13](=[O:15])[C:14]=3[C:5]=2[CH:4]=1)#[CH:2].[CH2:25]([N:32]=[N+:33]=[N-:34])[C:26]1[CH:31]=[CH:30][CH:29]=[CH:28][CH:27]=1, predict the reaction product. The product is: [CH2:25]([N:32]1[CH:2]=[C:1]([C:3]2[CH:24]=[CH:23][C:6]3[C:7]([NH:16][CH:17]([CH3:22])[C:18]([CH3:20])([CH3:19])[CH3:21])=[N:8][C:9]4[CH:10]=[CH:11][NH:12][C:13](=[O:15])[C:14]=4[C:5]=3[CH:4]=2)[N:34]=[N:33]1)[C:26]1[CH:31]=[CH:30][CH:29]=[CH:28][CH:27]=1.